This data is from Reaction yield outcomes from USPTO patents with 853,638 reactions. The task is: Predict the reaction yield, written as a fraction of the theoretical maximum amount of product (1.0 means a 100% yield; for example, 0.34 means a 34% yield). (1) The reactants are C1(O)CCCCCCCCCCCC=C1.[C:16]([O:19][CH:20]1[CH2:31][CH2:30][CH2:29][CH2:28][CH2:27][CH:26]([O:32][Si](CC)(CC)CC)[CH2:25][CH2:24][CH2:23][CH2:22][CH2:21]1)(=[O:18])[CH3:17].[N+](CCCC)(CCCC)(CCCC)CCCC.[F-]. No catalyst specified. The product is [C:16]([O:19][CH:20]1[CH2:31][CH2:30][CH2:29][CH2:28][CH2:27][CH:26]([OH:32])[CH2:25][CH2:24][CH2:23][CH2:22][CH2:21]1)(=[O:18])[CH3:17]. The yield is 0.890. (2) The reactants are [CH2:1]([C@@H:5]1[NH:11][CH2:10][C@@H:9]([C:12]2[CH:17]=[CH:16][CH:15]=[CH:14][CH:13]=2)[CH2:8][NH:7][C:6]1=[O:18])[CH:2]([CH3:4])[CH3:3].[F:19][C:20]1[CH:25]=[CH:24][C:23]([C:26]2[O:30][N:29]=[C:28]([C:31](O)=[O:32])[CH:27]=2)=[CH:22][CH:21]=1.C([C@@H]1N(C(=O)/C=C/C2C=CC=CC=2)C[C@H](CC(C)C)NC1=O)C(C)C. No catalyst specified. The product is [CH2:1]([C@@H:5]1[N:11]([C:31]([C:28]2[CH:27]=[C:26]([C:23]3[CH:24]=[CH:25][C:20]([F:19])=[CH:21][CH:22]=3)[O:30][N:29]=2)=[O:32])[CH2:10][C@@H:9]([C:12]2[CH:13]=[CH:14][CH:15]=[CH:16][CH:17]=2)[CH2:8][NH:7][C:6]1=[O:18])[CH:2]([CH3:4])[CH3:3]. The yield is 0.136.